Dataset: Full USPTO retrosynthesis dataset with 1.9M reactions from patents (1976-2016). Task: Predict the reactants needed to synthesize the given product. (1) The reactants are: [CH2:1]([O:3][C:4]1[CH:11]=[CH:10][C:9]([OH:12])=[CH:8][C:5]=1[CH:6]=[O:7])[CH3:2].[CH2:13](Br)[C:14]1[CH:19]=[CH:18][CH:17]=[CH:16][CH:15]=1.C(=O)([O-])[O-].[K+].[K+].CN(C)C=O. Given the product [CH2:13]([O:12][C:9]1[CH:10]=[CH:11][C:4]([O:3][CH2:1][CH3:2])=[C:5]([CH:8]=1)[CH:6]=[O:7])[C:14]1[CH:19]=[CH:18][CH:17]=[CH:16][CH:15]=1, predict the reactants needed to synthesize it. (2) Given the product [F:42][C:33]1[CH:34]=[C:35]([S:38]([NH2:41])(=[O:39])=[O:40])[CH:36]=[CH:37][C:32]=1[C:11]1[CH:12]=[CH:13][CH:14]=[C:9]([C:7]2[N:8]=[C:4]([CH:1]([CH3:2])[CH3:3])[NH:5][C:6]=2[C:24]2[CH:29]=[CH:28][CH:27]=[C:26]([CH3:30])[N:25]=2)[CH:10]=1, predict the reactants needed to synthesize it. The reactants are: [CH:1]([C:4]1[NH:5][C:6]([C:24]2[CH:29]=[CH:28][CH:27]=[C:26]([CH3:30])[N:25]=2)=[C:7]([C:9]2[CH:14]=[CH:13][CH:12]=[C:11](B3OC(C)(C)C(C)(C)O3)[CH:10]=2)[N:8]=1)([CH3:3])[CH3:2].Br[C:32]1[CH:37]=[CH:36][C:35]([S:38]([NH2:41])(=[O:40])=[O:39])=[CH:34][C:33]=1[F:42].